Dataset: Forward reaction prediction with 1.9M reactions from USPTO patents (1976-2016). Task: Predict the product of the given reaction. Given the reactants [F:1][C:2]([F:43])([F:42])[C:3]1[CH:4]=[C:5]([CH:39]=[CH:40][CH:41]=1)[CH2:6][NH:7][C:8](=[O:38])[C:9]1[CH:14]=[CH:13][N:12]=[C:11]([C:15]2[CH:20]=[C:19]([N:21]3[CH2:26][CH2:25][CH2:24][CH2:23][CH2:22]3)[CH:18]=[CH:17][C:16]=2[NH:27][C:28](=[O:37])[C:29]2[CH:34]=[CH:33][CH:32]=[C:31]([CH2:35]Cl)[CH:30]=2)[CH:10]=1.[CH3:44][NH:45][CH2:46][CH2:47][N:48]1[CH2:53][CH2:52][N:51]([C:54]([O:56][C:57]([CH3:60])([CH3:59])[CH3:58])=[O:55])[CH2:50][CH2:49]1.C(=O)([O-])[O-].[K+].[K+].[I-].[K+], predict the reaction product. The product is: [CH3:44][N:45]([CH2:35][C:31]1[CH:32]=[CH:33][CH:34]=[C:29]([C:28](=[O:37])[NH:27][C:16]2[CH:17]=[CH:18][C:19]([N:21]3[CH2:26][CH2:25][CH2:24][CH2:23][CH2:22]3)=[CH:20][C:15]=2[C:11]2[CH:10]=[C:9]([C:8](=[O:38])[NH:7][CH2:6][C:5]3[CH:39]=[CH:40][CH:41]=[C:3]([C:2]([F:43])([F:42])[F:1])[CH:4]=3)[CH:14]=[CH:13][N:12]=2)[CH:30]=1)[CH2:46][CH2:47][N:48]1[CH2:53][CH2:52][N:51]([C:54]([O:56][C:57]([CH3:60])([CH3:59])[CH3:58])=[O:55])[CH2:50][CH2:49]1.